From a dataset of Reaction yield outcomes from USPTO patents with 853,638 reactions. Predict the reaction yield, written as a fraction of the theoretical maximum amount of product (1.0 means a 100% yield; for example, 0.34 means a 34% yield). (1) The reactants are [CH:1]1([N:4]2[C:10]3[N:11]=[CH:12][CH:13]=[CH:14][C:9]=3[C:8](=[O:15])[N:7]([C:16]([O:18][CH2:19]Cl)=[O:17])[C:6]3[C:21]([CH3:25])=[CH:22][CH:23]=[N:24][C:5]2=3)[CH2:3][CH2:2]1.[I-:26].[Na+].C(#N)C.C[C:32]1[CH:40]=[CH:39][C:35]([C:36]([NH2:38])=[O:37])=[C:34](C)[N:33]=1. No catalyst specified. The product is [I-:26].[C:36]([C:35]1[CH:34]=[N+:33]([CH2:19][O:18][C:16]([N:7]2[C:8](=[O:15])[C:9]3[CH:14]=[CH:13][CH:12]=[N:11][C:10]=3[N:4]([CH:1]3[CH2:3][CH2:2]3)[C:5]3[N:24]=[CH:23][CH:22]=[C:21]([CH3:25])[C:6]2=3)=[O:17])[CH:32]=[CH:40][CH:39]=1)(=[O:37])[NH2:38]. The yield is 0.780. (2) The reactants are Br[C:2]1[CH:3]=[CH:4][C:5]([Cl:14])=[C:6]([NH:8][NH:9][C:10]([O:12][CH3:13])=[O:11])[CH:7]=1.[CH3:15][Si:16]([C:19]#[CH:20])([CH3:18])[CH3:17]. The catalyst is CCN(CC)CC.Cl[Pd](Cl)([P](C1C=CC=CC=1)(C1C=CC=CC=1)C1C=CC=CC=1)[P](C1C=CC=CC=1)(C1C=CC=CC=1)C1C=CC=CC=1. The product is [Cl:14][C:5]1[CH:4]=[CH:3][C:2]([C:20]#[C:19][Si:16]([CH3:18])([CH3:17])[CH3:15])=[CH:7][C:6]=1[NH:8][NH:9][C:10]([O:12][CH3:13])=[O:11]. The yield is 0.864. (3) The reactants are I[C:2]1[CH:23]=[CH:22][C:5]([C:6]([NH:8][S:9]([C:12]2[CH:17]=[CH:16][CH:15]=[CH:14][C:13]=2[S:18](=[O:21])(=[O:20])[NH2:19])(=[O:11])=[O:10])=[O:7])=[C:4]([C:24]([F:27])([F:26])[F:25])[CH:3]=1.[CH3:28][C:29]([CH3:33])([CH3:32])[C:30]#[CH:31]. No catalyst specified. The product is [CH3:28][C:29]([CH3:33])([CH3:32])[C:30]#[C:31][C:2]1[CH:23]=[CH:22][C:5]([C:6]([NH:8][S:9]([C:12]2[CH:17]=[CH:16][CH:15]=[CH:14][C:13]=2[S:18](=[O:21])(=[O:20])[NH2:19])(=[O:10])=[O:11])=[O:7])=[C:4]([C:24]([F:25])([F:26])[F:27])[CH:3]=1. The yield is 0.220. (4) The yield is 0.700. The reactants are Br.[CH2:2]([C:4]1[N:5]=[C:6]([C@@H:9]([NH2:20])[CH2:10][C:11]2[CH:16]=[CH:15][C:14]([N+:17]([O-:19])=[O:18])=[CH:13][CH:12]=2)[S:7][CH:8]=1)[CH3:3].[C:21]1([C:27]([C:32]2[CH:37]=[CH:36][CH:35]=[CH:34][CH:33]=2)(C)[C:28]([OH:30])=O)[CH:26]=[CH:25][CH:24]=[CH:23][CH:22]=1.ON1C2C=CC=C[C:42]=2N=N1.CN(C)CCCN=C=NCC.C(N(CC)CC)C. The product is [CH2:2]([C:4]1[N:5]=[C:6]([CH:9]([NH:20][C:28](=[O:30])[C@H:27]([C:32]2[CH:33]=[CH:34][CH:35]=[CH:36][CH:37]=2)[CH2:21][C:26]2[CH:42]=[CH:22][CH:23]=[CH:24][CH:25]=2)[CH2:10][C:11]2[CH:16]=[CH:15][C:14]([N+:17]([O-:19])=[O:18])=[CH:13][CH:12]=2)[S:7][CH:8]=1)[CH3:3]. The catalyst is CN(C=O)C.O. (5) The reactants are C([NH:8][CH2:9][CH2:10][O:11][C:12]1[CH:35]=[C:34]([CH:36]([CH3:38])[CH3:37])[CH:33]=[CH:32][C:13]=1[CH2:14][NH:15][C:16]1[C:21]([C:22]([NH:24][C:25]2[CH:30]=[CH:29][C:28]([Cl:31])=[CH:27][CH:26]=2)=[O:23])=[CH:20][CH:19]=[CH:18][N:17]=1)(OC(C)(C)C)=O.C(Cl)Cl. The catalyst is FC(F)(F)C(O)=O. The product is [NH2:8][CH2:9][CH2:10][O:11][C:12]1[CH:35]=[C:34]([CH:36]([CH3:38])[CH3:37])[CH:33]=[CH:32][C:13]=1[CH2:14][NH:15][C:16]1[C:21]([C:22]([NH:24][C:25]2[CH:30]=[CH:29][C:28]([Cl:31])=[CH:27][CH:26]=2)=[O:23])=[CH:20][CH:19]=[CH:18][N:17]=1. The yield is 0.880. (6) The reactants are [Cl:1][C:2]1[CH:7]=[CH:6][CH:5]=[C:4]([Cl:8])[C:3]=1[C:9]([NH:11][C@H:12]([C:31]([O:33]C)=[O:32])[CH2:13][C:14]1[CH:19]=[CH:18][C:17]([CH2:20][CH2:21][CH2:22][C:23]2[CH:28]=[CH:27][CH:26]=[C:25]([NH:29][CH3:30])[N:24]=2)=[CH:16][CH:15]=1)=[S:10].[OH-].[Na+].O. The catalyst is CN(C=O)C. The product is [Cl:1][C:2]1[CH:7]=[CH:6][CH:5]=[C:4]([Cl:8])[C:3]=1[C:9]([NH:11][C@H:12]([C:31]([OH:33])=[O:32])[CH2:13][C:14]1[CH:19]=[CH:18][C:17]([CH2:20][CH2:21][CH2:22][C:23]2[CH:28]=[CH:27][CH:26]=[C:25]([NH:29][CH3:30])[N:24]=2)=[CH:16][CH:15]=1)=[S:10]. The yield is 0.700. (7) The reactants are Br[C:2]1[CH:3]=[C:4]([C:8]2([C:21]3[CH:26]=[CH:25][CH:24]=[C:23](C)[CH:22]=3)[C:20]3[CH:19]=[CH:18][CH:17]=[CH:16][C:15]=3[C:14]3[C:9]2=[CH:10][CH:11]=[CH:12][CH:13]=3)[CH:5]=[CH:6][CH:7]=1.[NH2:28][C:29]1[CH:34]=[CH:33][CH:32]=[C:31]([CH3:35])[CH:30]=1.[CH3:36]C(C)([O-])C.[Na+].C(P(C(C)(C)C)C(C)(C)C)(C)(C)C. The catalyst is C1C=CC(/C=C/C(/C=C/C2C=CC=CC=2)=O)=CC=1.C1C=CC(/C=C/C(/C=C/C2C=CC=CC=2)=O)=CC=1.[Pd].CCCCCC.C1(C)C=CC=CC=1. The product is [CH3:35][C:31]1[CH:30]=[C:29]([NH:28][C:6]2[CH:7]=[CH:2][CH:3]=[C:4]([C:8]3([C:21]4[CH:22]=[CH:23][C:24]([CH3:36])=[CH:25][CH:26]=4)[C:20]4[CH:19]=[CH:18][CH:17]=[CH:16][C:15]=4[C:14]4[C:9]3=[CH:10][CH:11]=[CH:12][CH:13]=4)[CH:5]=2)[CH:34]=[CH:33][CH:32]=1. The yield is 0.910.